This data is from Reaction yield outcomes from USPTO patents with 853,638 reactions. The task is: Predict the reaction yield, written as a fraction of the theoretical maximum amount of product (1.0 means a 100% yield; for example, 0.34 means a 34% yield). The product is [F:54][C:53]([F:56])([F:55])[C:51]([OH:57])=[O:52].[S:27]([N:24]1[C:25]2[CH:26]=[C:18]([N:3]3[CH:4]=[CH:5][C:6]([C:8]4[CH:13]=[CH:12][C:11]([C:14]([F:17])([F:16])[F:15])=[CH:10][N:9]=4)=[CH:7][C:2]3=[O:1])[CH:19]=[CH:20][C:21]=2[C:22]2[CH2:40][NH:39][CH2:38][CH2:37][C:23]1=2)([C:30]1[CH:31]=[CH:32][C:33]([CH3:34])=[CH:35][CH:36]=1)(=[O:29])=[O:28]. No catalyst specified. The yield is 1.00. The reactants are [O:1]=[C:2]1[CH:7]=[C:6]([C:8]2[CH:13]=[CH:12][C:11]([C:14]([F:17])([F:16])[F:15])=[CH:10][N:9]=2)[CH:5]=[CH:4][N:3]1[C:18]1[CH:19]=[CH:20][C:21]2[C:22]3[CH2:40][N:39](C(OC(C)(C)C)=O)[CH2:38][CH2:37][C:23]=3[N:24]([S:27]([C:30]3[CH:36]=[CH:35][C:33]([CH3:34])=[CH:32][CH:31]=3)(=[O:29])=[O:28])[C:25]=2[CH:26]=1.C(Cl)Cl.[C:51]([OH:57])([C:53]([F:56])([F:55])[F:54])=[O:52].